This data is from Catalyst prediction with 721,799 reactions and 888 catalyst types from USPTO. The task is: Predict which catalyst facilitates the given reaction. (1) Reactant: [O:1]=[C:2]1[NH:8][C:7]2[CH:9]=[CH:10][C:11]([C:13]([O:15][CH3:16])=[O:14])=[CH:12][C:6]=2[CH2:5][NH:4][CH2:3]1.Br[C:18]1[CH:23]=[CH:22][CH:21]=[CH:20][CH:19]=1.CC(C)([O-])C.[Na+]. Product: [O:1]=[C:2]1[NH:8][C:7]2[CH:9]=[CH:10][C:11]([C:13]([O:15][CH3:16])=[O:14])=[CH:12][C:6]=2[CH2:5][N:4]([C:18]2[CH:23]=[CH:22][CH:21]=[CH:20][CH:19]=2)[CH2:3]1. The catalyst class is: 12. (2) Reactant: [Br:1][C:2]1[CH:3]=[C:4]([CH2:9][C:10](O)=[O:11])[CH:5]=[CH:6][C:7]=1[F:8].C1N=CN(C(N2C=NC=C2)=O)C=1.[BH4-].[Na+]. Product: [Br:1][C:2]1[CH:3]=[C:4]([CH2:9][CH2:10][OH:11])[CH:5]=[CH:6][C:7]=1[F:8]. The catalyst class is: 20.